The task is: Predict the product of the given reaction.. This data is from Forward reaction prediction with 1.9M reactions from USPTO patents (1976-2016). Given the reactants [CH2:1]([NH:6][CH2:7][C:8]1[NH:9][C:10](=[O:18])[C:11]2[CH2:17][O:16][CH2:15][CH2:14][C:12]=2[N:13]=1)[C:2]([CH3:5])([CH3:4])[CH3:3].[F:19][C:20]1[CH:37]=[CH:36][C:23]([C:24]([CH:26]2[CH2:31][CH2:30][N:29]([CH2:32][C:33](O)=[O:34])[CH2:28][CH2:27]2)=[O:25])=[CH:22][CH:21]=1, predict the reaction product. The product is: [F:19][C:20]1[CH:21]=[CH:22][C:23]([C:24]([CH:26]2[CH2:27][CH2:28][N:29]([CH2:32][C:33]([N:6]([CH2:1][C:2]([CH3:5])([CH3:4])[CH3:3])[CH2:7][C:8]3[NH:9][C:10](=[O:18])[C:11]4[CH2:17][O:16][CH2:15][CH2:14][C:12]=4[N:13]=3)=[O:34])[CH2:30][CH2:31]2)=[O:25])=[CH:36][CH:37]=1.